Predict the product of the given reaction. From a dataset of Forward reaction prediction with 1.9M reactions from USPTO patents (1976-2016). (1) Given the reactants [CH:1]1([CH2:6][C:7]2[NH:15][C:14]3[C:9](=[N:10][CH:11]=[CH:12][C:13]=3[C:16]([O:18]C)=[O:17])[CH:8]=2)[CH2:5][CH2:4][CH2:3][CH2:2]1, predict the reaction product. The product is: [CH:1]1([CH2:6][C:7]2[NH:15][C:14]3[C:9](=[N:10][CH:11]=[CH:12][C:13]=3[C:16]([OH:18])=[O:17])[CH:8]=2)[CH2:2][CH2:3][CH2:4][CH2:5]1. (2) Given the reactants Cl[C:2]1[C:11]2[C:6](=[CH:7][C:8]([O:14][CH3:15])=[C:9]([O:12][CH3:13])[CH:10]=2)[N:5]=[CH:4][CH:3]=1.[CH3:16][C:17]([C:19]1[C:24]([O:25][CH3:26])=[CH:23][C:22]([O:27][CH3:28])=[CH:21][C:20]=1[OH:29])=[O:18], predict the reaction product. The product is: [CH3:28][O:27][C:22]1[CH:23]=[C:24]([O:25][CH3:26])[C:19]([C:17](=[O:18])[CH3:16])=[C:20]([O:29][C:2]2[C:11]3[C:6](=[CH:7][C:8]([O:14][CH3:15])=[C:9]([O:12][CH3:13])[CH:10]=3)[N:5]=[CH:4][CH:3]=2)[CH:21]=1. (3) Given the reactants [CH:1]1([N:5]2[CH2:11][C:10]([F:13])([F:12])[C:9](=[O:14])[N:8]([CH3:15])[C:7]3[CH:16]=[N:17][C:18]([NH:20][C:21]4[CH:29]=[CH:28][C:24]([C:25]([OH:27])=O)=[CH:23][C:22]=4[O:30][CH3:31])=[N:19][C:6]2=3)[CH2:4][CH2:3][CH2:2]1.C(N(CC)CC)C.F[P-](F)(F)(F)(F)F.CN(C(N(C)C)=[N+]1C2C(=NC=CC=2)[N+]([O-])=N1)C.[NH2:63][CH:64]1[CH2:69][CH2:68][N:67]([CH3:70])[CH2:66][CH2:65]1, predict the reaction product. The product is: [CH:1]1([N:5]2[CH2:11][C:10]([F:13])([F:12])[C:9](=[O:14])[N:8]([CH3:15])[C:7]3[CH:16]=[N:17][C:18]([NH:20][C:21]4[CH:29]=[CH:28][C:24]([C:25]([NH:63][CH:64]5[CH2:69][CH2:68][N:67]([CH3:70])[CH2:66][CH2:65]5)=[O:27])=[CH:23][C:22]=4[O:30][CH3:31])=[N:19][C:6]2=3)[CH2:4][CH2:3][CH2:2]1. (4) The product is: [Cl:1][C:2]1[N:3]=[CH:4][C:5]2[CH2:6][CH2:7][CH2:8][C:9](=[O:16])[C:10]=2[CH:11]=1. Given the reactants [Cl:1][C:2]1[N:3]=[CH:4][C:5]2[CH2:6][CH2:7][CH2:8][C:9](=NO)[C:10]=2[CH:11]=1.CC(C)=[O:16].Cl, predict the reaction product.